From a dataset of Catalyst prediction with 721,799 reactions and 888 catalyst types from USPTO. Predict which catalyst facilitates the given reaction. Reactant: [CH3:1][O:2][C:3]1[CH:4]=[C:5]2[C:10](=[CH:11][C:12]=1[O:13][CH3:14])[N:9]=[CH:8][CH:7]=[C:6]2[O:15][C:16]1[CH:22]=[CH:21][C:19]([NH2:20])=[C:18]([C:23]([F:26])([F:25])[F:24])[CH:17]=1.C(N(CC)CC)C.ClC(Cl)(O[C:38](=[O:44])OC(Cl)(Cl)Cl)Cl.[F:46][C:47]1[CH:52]=[CH:51][C:50]([C@@H:53]([NH2:55])[CH3:54])=[CH:49][CH:48]=1. Product: [CH3:1][O:2][C:3]1[CH:4]=[C:5]2[C:10](=[CH:11][C:12]=1[O:13][CH3:14])[N:9]=[CH:8][CH:7]=[C:6]2[O:15][C:16]1[CH:22]=[CH:21][C:19]([NH:20][C:38]([NH:55][C@H:53]([C:50]2[CH:51]=[CH:52][C:47]([F:46])=[CH:48][CH:49]=2)[CH3:54])=[O:44])=[C:18]([C:23]([F:25])([F:26])[F:24])[CH:17]=1. The catalyst class is: 22.